The task is: Predict the reaction yield, written as a fraction of the theoretical maximum amount of product (1.0 means a 100% yield; for example, 0.34 means a 34% yield).. This data is from Reaction yield outcomes from USPTO patents with 853,638 reactions. (1) The reactants are C[O:2][C:3](=[O:23])[C:4]1[CH:16]=[C:15]([N:17]2[CH2:21][CH2:20][CH2:19][C:18]2=[O:22])[CH:14]=[C:6]([C:7]([N:9]([CH3:13])[CH2:10][CH2:11][CH3:12])=[O:8])[CH:5]=1.[Li+].[OH-]. The catalyst is O1CCOCC1. The product is [CH3:13][N:9]([CH2:10][CH2:11][CH3:12])[C:7](=[O:8])[C:6]1[CH:5]=[C:4]([CH:16]=[C:15]([N:17]2[CH2:21][CH2:20][CH2:19][C:18]2=[O:22])[CH:14]=1)[C:3]([OH:23])=[O:2]. The yield is 0.790. (2) The reactants are C([O:8][C:9]1[CH:10]=[CH:11][C:12]([S:19]([CH:22]2[CH2:27][CH2:26][N:25](C(OC(C)(C)C)=O)[CH2:24][CH2:23]2)(=[O:21])=[O:20])=[C:13]2[C:18]=1[N:17]=[CH:16][CH:15]=[CH:14]2)C1C=CC=CC=1. The catalyst is ClCCl.C(O)(C(F)(F)F)=O. The product is [NH:25]1[CH2:24][CH2:23][CH:22]([S:19]([C:12]2[CH:11]=[CH:10][C:9]([OH:8])=[C:18]3[C:13]=2[CH:14]=[CH:15][CH:16]=[N:17]3)(=[O:21])=[O:20])[CH2:27][CH2:26]1. The yield is 0.240. (3) The reactants are Br[C:2]1[CH:7]=[C:6]([C:8]2([C:19]3[CH:24]=[C:23]([CH3:25])[C:22]([O:26][CH3:27])=[C:21]([F:28])[CH:20]=3)[C:16]3[C:11](=[C:12]([F:17])[CH:13]=[CH:14][CH:15]=3)[C:10]([NH2:18])=[N:9]2)[CH:5]=[CH:4][N:3]=1.[N:29]1[CH:34]=[C:33](B(O)O)[CH:32]=[N:31][CH:30]=1. No catalyst specified. The product is [F:17][C:12]1[CH:13]=[CH:14][CH:15]=[C:16]2[C:11]=1[C:10]([NH2:18])=[N:9][C:8]2([C:19]1[CH:24]=[C:23]([CH3:25])[C:22]([O:26][CH3:27])=[C:21]([F:28])[CH:20]=1)[C:6]1[CH:5]=[CH:4][N:3]=[C:2]([C:33]2[CH:34]=[N:29][CH:30]=[N:31][CH:32]=2)[CH:7]=1. The yield is 0.110. (4) The reactants are [F:1][C:2]1[CH:9]=[C:8]([OH:10])[CH:7]=[CH:6][C:3]=1[C:4]#[N:5].C([Mg]Cl)(C)C.[CH3:16][O:17][C:18]1[CH:35]=[CH:34][C:21]([CH2:22][N:23]2[C:31]3[C:26](=[CH:27][CH:28]=[CH:29][CH:30]=3)[C:25](=[O:32])[C:24]2=[O:33])=[CH:20][CH:19]=1.Cl. The catalyst is ClCCCl.O1CCCC1. The product is [F:1][C:2]1[CH:9]=[C:8]([OH:10])[C:7]([C:25]2([OH:32])[C:26]3[C:31](=[CH:30][CH:29]=[CH:28][CH:27]=3)[N:23]([CH2:22][C:21]3[CH:34]=[CH:35][C:18]([O:17][CH3:16])=[CH:19][CH:20]=3)[C:24]2=[O:33])=[CH:6][C:3]=1[C:4]#[N:5]. The yield is 0.540. (5) The reactants are [CH3:1]N(C=O)C.[Br:6][C:7]1[CH:12]=[CH:11][C:10]([S:13]([NH:16][C:17]([CH3:20])([CH3:19])[CH3:18])(=[O:15])=[O:14])=[CH:9][CH:8]=1.IC.C([O-])([O-])=O.[K+].[K+]. The catalyst is C(OCC)(=O)C.O. The product is [Br:6][C:7]1[CH:8]=[CH:9][C:10]([S:13]([N:16]([C:17]([CH3:20])([CH3:19])[CH3:18])[CH3:1])(=[O:15])=[O:14])=[CH:11][CH:12]=1. The yield is 0.970. (6) The reactants are [CH:1]([C:4]1[C:5]([O:33]COC)=[CH:6][C:7]([O:29]COC)=[C:8]([C:10]2[N:11]([C:16]3[CH:21]=[CH:20][C:19]([CH2:22][N:23]4[CH2:28][CH2:27][O:26][CH2:25][CH2:24]4)=[CH:18][CH:17]=3)[C:12](=[S:15])[NH:13][N:14]=2)[CH:9]=1)([CH3:3])[CH3:2].Cl.[OH-].[Na+]. The catalyst is C(O)C. The product is [CH:1]([C:4]1[CH:9]=[C:8]([C:10]2[N:11]([C:16]3[CH:21]=[CH:20][C:19]([CH2:22][N:23]4[CH2:28][CH2:27][O:26][CH2:25][CH2:24]4)=[CH:18][CH:17]=3)[C:12]([SH:15])=[N:13][N:14]=2)[C:7]([OH:29])=[CH:6][C:5]=1[OH:33])([CH3:3])[CH3:2]. The yield is 0.547. (7) The reactants are [CH3:1][O:2][C:3](=[O:19])[C:4]1[CH:9]=[CH:8][CH:7]=[C:6]([O:10][CH2:11][C:12]([O:14]C(C)(C)C)=[O:13])[CH:5]=1.FC(F)(F)C(O)=O. The catalyst is C(Cl)Cl. The product is [CH3:1][O:2][C:3](=[O:19])[C:4]1[CH:9]=[CH:8][CH:7]=[C:6]([O:10][CH2:11][C:12]([OH:14])=[O:13])[CH:5]=1. The yield is 0.950. (8) The reactants are [NH:1]1[C:9]2[C:4](=[CH:5][CH:6]=[CH:7][CH:8]=2)[C:3]([C:10]([OH:12])=O)=[N:2]1.C(N1C=CN=C1)(N1C=CN=C1)=O.Cl.[CH3:26][NH:27][O:28][CH3:29]. The catalyst is CN(C=O)C. The product is [CH3:29][O:28][N:27]([CH3:26])[C:10]([C:3]1[C:4]2[C:9](=[CH:8][CH:7]=[CH:6][CH:5]=2)[NH:1][N:2]=1)=[O:12]. The yield is 0.790. (9) The reactants are [C:14]1(P([C:14]2[CH:19]=[CH:18][CH:17]=[CH:16][CH:15]=2)[C:14]2[CH:19]=[CH:18][CH:17]=[CH:16][CH:15]=2)[CH:19]=[CH:18][CH:17]=[CH:16][CH:15]=1.[CH3:20]O.[N:22]([C:30]([O:32][CH:33](C)C)=O)=[N:23][C:24]([O:26][CH:27]([CH3:29])[CH3:28])=[O:25].[NH:36]1[CH:40]=CC(C([O-])=O)=N1.[O:44]1[CH2:48][CH2:47][CH2:46][CH2:45]1. No catalyst specified. The product is [C:40]([C:14]1[CH:15]=[CH:16][C:17]([O:44][C:45]2[C:30]([O:32][CH3:33])=[N:22][N:23]([C:24]([O:26][C:27]([CH3:28])([CH3:29])[CH3:20])=[O:25])[C:46]=2[CH2:47][CH3:48])=[CH:18][CH:19]=1)#[N:36]. The yield is 0.430. (10) The reactants are [N+:1]([C:4]1[CH:13]=[CH:12][C:7]2[N:8]=[CH:9][CH2:10][O:11][C:6]=2[CH:5]=1)([O-:3])=[O:2].[Cl-].[NH4+].[OH-].[Na+].Br.Br[CH2:20][C:21]1[CH:22]=[N:23][CH:24]=[CH:25][CH:26]=1. The catalyst is CN(C=O)C.O.C(OCC)(=O)C. The product is [N+:1]([C:4]1[CH:13]=[CH:12][C:7]2[N:8]([CH2:20][C:21]3[CH:22]=[N:23][CH:24]=[CH:25][CH:26]=3)[CH:9]=[CH:10][O:11][C:6]=2[CH:5]=1)([O-:3])=[O:2]. The yield is 0.440.